Dataset: Reaction yield outcomes from USPTO patents with 853,638 reactions. Task: Predict the reaction yield, written as a fraction of the theoretical maximum amount of product (1.0 means a 100% yield; for example, 0.34 means a 34% yield). (1) The reactants are C[O:2][C:3](=[O:33])[CH2:4][C:5]1[CH:10]=[CH:9][C:8]([C:11]2[S:12][C:13]([C:16]3[N:17]([C:25]4[CH:30]=[CH:29][CH:28]=[CH:27][C:26]=4[Cl:31])[CH:18]=[C:19]([C:21]([F:24])([F:23])[F:22])[N:20]=3)=[CH:14][CH:15]=2)=[C:7]([CH3:32])[CH:6]=1.O.[OH-].[Li+].Cl. The catalyst is C1COCC1.O. The product is [Cl:31][C:26]1[CH:27]=[CH:28][CH:29]=[CH:30][C:25]=1[N:17]1[CH:18]=[C:19]([C:21]([F:23])([F:24])[F:22])[N:20]=[C:16]1[C:13]1[S:12][C:11]([C:8]2[CH:9]=[CH:10][C:5]([CH2:4][C:3]([OH:33])=[O:2])=[CH:6][C:7]=2[CH3:32])=[CH:15][CH:14]=1. The yield is 0.390. (2) The reactants are C(=O)([O-])[O-].[K+].[K+].[CH2:7]([C@@H:9]1[O:11][CH2:10]1)Cl.[C:12]([C:14]1[CH:19]=[CH:18][C:17]([OH:20])=[CH:16][CH:15]=1)#[N:13]. The catalyst is CC#N. The product is [O:11]1[CH2:10][C@H:9]1[CH2:7][O:20][C:17]1[CH:18]=[CH:19][C:14]([C:12]#[N:13])=[CH:15][CH:16]=1. The yield is 0.900. (3) The reactants are O[C@@H:2]1[CH2:7][N:6](C(=O)C(F)(F)F)[C@H:5]([C:14]([O:16][C:17]([CH3:20])([CH3:19])[CH3:18])=[O:15])[CH2:4][CH2:3]1.N1C(C)=CC=CC=1C.FC(F)(F)S(OS(C(F)(F)F)(=O)=O)(=O)=O.[CH2:44]([O:51][NH2:52])[C:45]1[CH:50]=[CH:49][CH:48]=[CH:47][CH:46]=1. The catalyst is C(#N)C.C(O)(=O)C. The product is [CH2:44]([O:51][NH:52][C@H:2]1[CH2:7][NH:6][C@H:5]([C:14]([O:16][C:17]([CH3:18])([CH3:19])[CH3:20])=[O:15])[CH2:4][CH2:3]1)[C:45]1[CH:50]=[CH:49][CH:48]=[CH:47][CH:46]=1. The yield is 0.740.